This data is from Full USPTO retrosynthesis dataset with 1.9M reactions from patents (1976-2016). The task is: Predict the reactants needed to synthesize the given product. (1) Given the product [CH2:13]([O:15][C:16]([C:19]1[CH:20]=[C:21]([F:35])[C:22]([C:2]2[N:7]=[C:6]([C:8]([O:10][CH3:11])=[O:9])[CH:5]=[CH:4][C:3]=2[F:12])=[C:23]([F:25])[CH:24]=1)([CH3:18])[CH3:17])[CH3:14], predict the reactants needed to synthesize it. The reactants are: Br[C:2]1[N:7]=[C:6]([C:8]([O:10][CH3:11])=[O:9])[CH:5]=[CH:4][C:3]=1[F:12].[CH2:13]([O:15][C:16]([C:19]1[CH:24]=[C:23]([F:25])[C:22](B2OC(C)(C)C(C)(C)O2)=[C:21]([F:35])[CH:20]=1)([CH3:18])[CH3:17])[CH3:14]. (2) The reactants are: [C:1]([O:5][C:6]([N:8]1[CH2:12][CH2:11][CH2:10][CH:9]1[C:13]1[NH:14][C:15]([C:18]2[CH:31]=[CH:30][C:29]3[C:28]4[C:23](=[CH:24][C:25](Br)=[CH:26][CH:27]=4)[CH2:22][CH2:21][C:20]=3[CH:19]=2)=[CH:16][N:17]=1)=[O:7])([CH3:4])([CH3:3])[CH3:2].[C:33]([O:37][C:38]([N:40]1[CH2:44][CH2:43][CH2:42][CH:41]1[C:45]1[NH:49][C:48]2[CH:50]=[C:51](B3OC(C)(C)C(C)(C)O3)[CH:52]=[CH:53][C:47]=2[N:46]=1)=[O:39])([CH3:36])([CH3:35])[CH3:34].C([O-])(=O)C.[K+]. Given the product [C:1]([O:5][C:6]([N:8]1[CH2:12][CH2:11][CH2:10][CH:9]1[C:13]1[NH:14][C:15]([C:18]2[CH:31]=[CH:30][C:29]3[C:28]4[C:23](=[CH:24][C:25]([C:51]5[CH:52]=[CH:53][C:47]6[N:46]=[C:45]([CH:41]7[CH2:42][CH2:43][CH2:44][N:40]7[C:38]([O:37][C:33]([CH3:34])([CH3:35])[CH3:36])=[O:39])[NH:49][C:48]=6[CH:50]=5)=[CH:26][CH:27]=4)[CH2:22][CH2:21][C:20]=3[CH:19]=2)=[CH:16][N:17]=1)=[O:7])([CH3:4])([CH3:3])[CH3:2], predict the reactants needed to synthesize it. (3) Given the product [F:9][C:10]1[CH:15]=[CH:14][C:13]([CH2:16][CH2:17][N:18]([CH3:31])[S:19]([C:22]2[CH:26]=[C:25]([C:27](=[O:30])[CH2:28][N:2]([CH3:3])[CH3:1])[S:24][CH:23]=2)(=[O:21])=[O:20])=[CH:12][CH:11]=1, predict the reactants needed to synthesize it. The reactants are: [CH3:1][NH:2][CH3:3].O1CCCC1.[F:9][C:10]1[CH:15]=[CH:14][C:13]([CH2:16][CH2:17][N:18]([CH3:31])[S:19]([C:22]2[CH:26]=[C:25]([C:27](=[O:30])[CH2:28]Br)[S:24][CH:23]=2)(=[O:21])=[O:20])=[CH:12][CH:11]=1.C(=O)(O)[O-].[Na+]. (4) The reactants are: C1CN([P+](Br)(N2CCCC2)N2CCCC2)CC1.F[P-](F)(F)(F)(F)F.[CH3:25][S:26]([C:29]1[CH:30]=[C:31]([CH:35]=[CH:36][CH:37]=1)[C:32]([OH:34])=O)(=[O:28])=[O:27].Cl.[NH:39]1[CH2:44][CH2:43][C:42](=[O:45])[CH2:41][CH2:40]1.CCN(C(C)C)C(C)C. Given the product [CH3:25][S:26]([C:29]1[CH:30]=[C:31]([CH:35]=[CH:36][CH:37]=1)[C:32]([N:39]1[CH2:44][CH2:43][C:42](=[O:45])[CH2:41][CH2:40]1)=[O:34])(=[O:27])=[O:28], predict the reactants needed to synthesize it. (5) Given the product [NH2:24][C:22]1[CH:21]=[CH:20][C:3]([O:4][C:5]2[CH:10]=[CH:9][N:8]=[C:7]([NH:11][C:12]([N:14]3[CH2:19][CH2:18][O:17][CH2:16][CH2:15]3)=[O:13])[CH:6]=2)=[C:2]([CH3:1])[CH:23]=1, predict the reactants needed to synthesize it. The reactants are: [CH3:1][C:2]1[CH:23]=[C:22]([N+:24]([O-])=O)[CH:21]=[CH:20][C:3]=1[O:4][C:5]1[CH:10]=[CH:9][N:8]=[C:7]([NH:11][C:12]([N:14]2[CH2:19][CH2:18][O:17][CH2:16][CH2:15]2)=[O:13])[CH:6]=1.[Cl-].[NH4+].O. (6) Given the product [C:34]([NH:33][S:32]([C:27]1[CH:28]=[CH:29][CH:30]=[CH:31][C:26]=1[C:23]1[CH:24]=[CH:25][C:20]([NH:13][CH:6]([C:7]2[CH:12]=[CH:11][CH:10]=[CH:9][CH:8]=2)[C:5]([OH:40])=[O:4])=[CH:21][CH:22]=1)(=[O:39])=[O:38])([CH3:37])([CH3:35])[CH3:36], predict the reactants needed to synthesize it. The reactants are: [OH-].[Na+].C[O:4][C:5](=[O:40])[CH:6]([N:13]([C:20]1[CH:25]=[CH:24][C:23]([C:26]2[CH:31]=[CH:30][CH:29]=[CH:28][C:27]=2[S:32](=[O:39])(=[O:38])[NH:33][C:34]([CH3:37])([CH3:36])[CH3:35])=[CH:22][CH:21]=1)C(=O)C(F)(F)F)[C:7]1[CH:12]=[CH:11][CH:10]=[CH:9][CH:8]=1. (7) Given the product [NH:1]1[C:9]2[C:4](=[CH:5][CH:6]=[CH:7][CH:8]=2)[C:3]([CH2:10][N:11]2[CH2:16][CH2:15][CH2:14][C:13]3([CH2:21][CH2:20][N:19]([C:24]4[N:29]=[C:28]([O:30][CH3:31])[CH:27]=[CH:26][N:25]=4)[CH2:18][CH2:17]3)[C:12]2=[O:22])=[CH:2]1, predict the reactants needed to synthesize it. The reactants are: [NH:1]1[C:9]2[C:4](=[CH:5][CH:6]=[CH:7][CH:8]=2)[C:3]([CH2:10][N:11]2[CH2:16][CH2:15][CH2:14][C:13]3([CH2:21][CH2:20][NH:19][CH2:18][CH2:17]3)[C:12]2=[O:22])=[CH:2]1.Cl[C:24]1[N:29]=[C:28]([O:30][CH3:31])[CH:27]=[CH:26][N:25]=1.CCN(C(C)C)C(C)C.